This data is from Catalyst prediction with 721,799 reactions and 888 catalyst types from USPTO. The task is: Predict which catalyst facilitates the given reaction. (1) Reactant: C([O:4][C@@H:5]1[C@@H:12]([N:13]2[CH:17]=[C:16]([C:18]([O:20][CH3:21])=[O:19])[N:15]=[N:14]2)[C@@H:11]([O:22]C(=O)C)[C@@H:10]([CH2:26][O:27]C(=O)C)[O:9][C@H:6]1[S:7][CH3:8])(=O)C.C[O-].[Na+]. Product: [CH3:21][O:20][C:18]([C:16]1[N:15]=[N:14][N:13]([C@H:12]2[C@@H:11]([OH:22])[C@@H:10]([CH2:26][OH:27])[O:9][C@@H:6]([S:7][CH3:8])[C@@H:5]2[OH:4])[CH:17]=1)=[O:19]. The catalyst class is: 5. (2) Reactant: CN(C)C=O.[C:6]([Cl:11])(=O)[C:7](Cl)=O.[S:12]1[C:20]2C(=O)C=[CH:17][NH:16][C:15]=2[CH:14]=[CH:13]1. The catalyst class is: 2. Product: [Cl:11][C:6]1[CH:7]=[CH:17][N:16]=[C:15]2[CH:14]=[CH:13][S:12][C:20]=12.